From a dataset of Full USPTO retrosynthesis dataset with 1.9M reactions from patents (1976-2016). Predict the reactants needed to synthesize the given product. (1) Given the product [NH:1]1[C:9]2[C:4](=[CH:5][C:6]([C:10]3[O:14][C:13]([NH:19][CH:16]([CH3:18])[CH3:17])=[N:12][N:11]=3)=[CH:7][CH:8]=2)[CH:3]=[CH:2]1, predict the reactants needed to synthesize it. The reactants are: [NH:1]1[C:9]2[C:4](=[CH:5][C:6]([C:10]3[O:14][C:13](=O)[NH:12][N:11]=3)=[CH:7][CH:8]=2)[CH:3]=[CH:2]1.[CH:16]([NH2:19])([CH3:18])[CH3:17].C1(OC2C=CC=CC=2)C=CC=CC=1.CCN(C(C)C)C(C)C.CN([P+](ON1N=NC2C=CC=CC1=2)(N(C)C)N(C)C)C.F[P-](F)(F)(F)(F)F. (2) Given the product [F:27][C:20]1[CH:19]=[C:18]([CH:28]([NH:30][C:31]([C:33]2[N:34]=[C:35]([C:5]3[CH:6]=[CH:7][C:2]([Cl:1])=[C:3]([C:11]([F:14])([F:13])[F:12])[CH:4]=3)[O:36][CH:37]=2)=[O:32])[CH3:29])[CH:17]=[C:16]([F:15])[C:21]=1[NH:22][S:23]([CH3:26])(=[O:25])=[O:24], predict the reactants needed to synthesize it. The reactants are: [Cl:1][C:2]1[CH:7]=[CH:6][C:5](B(O)O)=[CH:4][C:3]=1[C:11]([F:14])([F:13])[F:12].[F:15][C:16]1[CH:17]=[C:18]([CH:28]([NH:30][C:31]([C:33]2[N:34]=[C:35](Cl)[O:36][CH:37]=2)=[O:32])[CH3:29])[CH:19]=[C:20]([F:27])[C:21]=1[NH:22][S:23]([CH3:26])(=[O:25])=[O:24].C([O-])([O-])=O.[Cs+].[Cs+]. (3) Given the product [CH3:16][O:15][N:17]=[C:8]1[C:9]2[C:5](=[C:4]([N+:1]([O-:3])=[O:2])[CH:12]=[CH:11][CH:10]=2)[CH2:6][CH2:7]1, predict the reactants needed to synthesize it. The reactants are: [N+:1]([C:4]1[CH:12]=[CH:11][CH:10]=[C:9]2[C:5]=1[CH2:6][CH2:7][C:8]2=O)([O-:3])=[O:2].Cl.[O:15]([NH2:17])[CH3:16].C(N(CC)CC)C.CCOCC. (4) Given the product [CH:1]1([C:4]2[C:5]([O:18][CH2:19][C:20]34[CH2:29][CH:24]5[CH2:25][CH:26]([CH2:28][CH:22]([C:23]5([F:31])[F:30])[CH2:21]3)[CH2:27]4)=[CH:6][C:7]([F:17])=[C:8]([CH:16]=2)[C:9]([OH:11])=[O:10])[CH2:2][CH2:3]1, predict the reactants needed to synthesize it. The reactants are: [CH:1]1([C:4]2[C:5]([O:18][CH2:19][C:20]34[CH2:29][CH:24]5[CH2:25][CH:26]([CH2:28][CH:22]([C:23]5([F:31])[F:30])[CH2:21]3)[CH2:27]4)=[CH:6][C:7]([F:17])=[C:8]([CH:16]=2)[C:9]([O:11]C(C)(C)C)=[O:10])[CH2:3][CH2:2]1.FC(F)(F)C(O)=O. (5) Given the product [ClH:32].[NH2:14][CH:15]([C:30](=[O:31])[C:29]1[CH:33]=[CH:34][CH:35]=[CH:36][C:28]=1[CH3:27])[C:16]([O:18][CH2:19][CH3:20])=[O:17], predict the reactants needed to synthesize it. The reactants are: CC(C)([O-])C.[K+].C1(C(C2C=CC=CC=2)=[N:14][CH2:15][C:16]([O:18][CH2:19][CH3:20])=[O:17])C=CC=CC=1.[CH3:27][C:28]1[CH:36]=[CH:35][CH:34]=[CH:33][C:29]=1[C:30]([Cl:32])=[O:31].Cl. (6) The reactants are: [NH2:1][C:2]([CH3:10])([CH2:6][CH:7]([CH3:9])[CH3:8])[C:3]([OH:5])=[O:4].C([O-])([O-])=O.[K+].[K+].[O:17](C(OC(C)(C)C)=O)[C:18]([O:20][C:21]([CH3:24])([CH3:23])[CH3:22])=O. Given the product [C:21]([O:20][C:18]([NH:1][C:2]([CH3:10])([CH2:6][CH:7]([CH3:9])[CH3:8])[C:3]([OH:5])=[O:4])=[O:17])([CH3:24])([CH3:23])[CH3:22], predict the reactants needed to synthesize it. (7) Given the product [Cl:31][C:6]1[N:7]=[C:3]([C:1]#[N:2])[NH:4][C:5]=1[C:8]1[CH:9]=[C:10]([CH:15]=[CH:16][C:17]=1[CH3:18])[C:11]([O:13][CH3:14])=[O:12], predict the reactants needed to synthesize it. The reactants are: [C:1]([C:3]1[NH:4][C:5]([C:8]2[CH:9]=[C:10]([CH:15]=[CH:16][C:17]=2[CH3:18])[C:11]([O:13][CH3:14])=[O:12])=[CH:6][N:7]=1)#[N:2].CN(C=O)C.C1C(=O)N([Cl:31])C(=O)C1. (8) Given the product [Br:1][C:2]1[C:10]2[C:5](=[N:6][CH:7]=[CH:8][CH:9]=2)[S:4][C:3]=1[CH:11]=[O:12], predict the reactants needed to synthesize it. The reactants are: [Br:1][C:2]1[C:10]2[C:5](=[N:6][CH:7]=[CH:8][CH:9]=2)[S:4][C:3]=1[CH2:11][OH:12]. (9) Given the product [F:26][C:19]1[CH:18]=[C:17]2[C:22]([C:23](=[O:24])[N:14]([CH2:13][C:10]3[CH:11]=[CH:12][C:7]([C:6]([OH:5])=[O:27])=[CH:8][CH:9]=3)[CH:15]=[N:16]2)=[CH:21][C:20]=1[NH:25][C:36](=[O:37])[CH2:35][C:32]1[CH:33]=[CH:34][C:29]([OH:28])=[CH:30][CH:31]=1, predict the reactants needed to synthesize it. The reactants are: C([O:5][C:6](=[O:27])[C:7]1[CH:12]=[CH:11][C:10]([CH2:13][N:14]2[C:23](=[O:24])[C:22]3[C:17](=[CH:18][C:19]([F:26])=[C:20]([NH2:25])[CH:21]=3)[N:16]=[CH:15]2)=[CH:9][CH:8]=1)(C)(C)C.[OH:28][C:29]1[CH:34]=[CH:33][C:32]([CH2:35][C:36](O)=[O:37])=[CH:31][CH:30]=1. (10) Given the product [OH:4][CH2:5][C:6]1[CH:14]=[C:13]2[C:9]([C:10]([CH2:21][C:22]3[N:27]=[C:26]([C:28]([OH:30])=[O:29])[CH:25]=[CH:24][CH:23]=3)=[C:11]([C:15]3[CH:16]=[CH:17][CH:18]=[CH:19][CH:20]=3)[NH:12]2)=[CH:8][CH:7]=1, predict the reactants needed to synthesize it. The reactants are: C([O:4][CH2:5][C:6]1[CH:14]=[C:13]2[C:9]([C:10]([CH2:21][C:22]3[N:27]=[C:26]([C:28]([O:30]CC)=[O:29])[CH:25]=[CH:24][CH:23]=3)=[C:11]([C:15]3[CH:20]=[CH:19][CH:18]=[CH:17][CH:16]=3)[NH:12]2)=[CH:8][CH:7]=1)(=O)C.C(O)C.[OH-].[Na+].